From a dataset of Full USPTO retrosynthesis dataset with 1.9M reactions from patents (1976-2016). Predict the reactants needed to synthesize the given product. (1) Given the product [CH3:28][O:27][C:23](=[O:26])[CH:24]=[CH:25][C:2]1[C:7]([CH2:30][CH2:31][CH3:32])=[CH:6][C:5]([C:8]([F:11])([F:10])[F:9])=[CH:4][C:3]=1[CH2:12][CH2:19][CH3:18], predict the reactants needed to synthesize it. The reactants are: I[C:2]1[CH:7]=[CH:6][C:5]([C:8]([F:11])([F:10])[F:9])=[CH:4][CH:3]=1.[C:12]([O-])([O-])=O.[K+].[K+].[CH3:18][C:19]([O-])=O.[K+].[C:23]([O:27][CH3:28])(=[O:26])[CH:24]=[CH2:25].I[CH2:30][CH2:31][CH3:32].[O-]S([O-])(=S)=O.[Na+].[Na+]. (2) The reactants are: C(OC([N:8]1[C:12]2[CH:13]=[C:14]([F:18])[CH:15]=[C:16]([I:17])[C:11]=2[N:10]=[CH:9]1)=O)(C)(C)C.FC1C=C(N)C(N)=C(I)C=1.[OH-].[Na+]. Given the product [F:18][C:14]1[CH:15]=[C:16]([I:17])[C:11]2[N:10]=[CH:9][NH:8][C:12]=2[CH:13]=1, predict the reactants needed to synthesize it. (3) Given the product [F:32][C:30]([P:33](=[O:40])([O:37][CH2:38][CH3:39])[O:34][CH2:35][CH3:36])([F:31])[C:27]1[CH:28]=[CH:29][C:24]([NH:23][C:2]2[N:7]=[C:6]([NH:8][C:9]3[CH:18]=[CH:17][CH:16]=[CH:15][C:10]=3[C:11](=[O:12])[NH:13][CH3:14])[C:5]([C:19]([F:22])([F:21])[F:20])=[CH:4][N:3]=2)=[CH:25][CH:26]=1, predict the reactants needed to synthesize it. The reactants are: Cl[C:2]1[N:7]=[C:6]([NH:8][C:9]2[CH:18]=[CH:17][CH:16]=[CH:15][C:10]=2[C:11]([NH:13][CH3:14])=[O:12])[C:5]([C:19]([F:22])([F:21])[F:20])=[CH:4][N:3]=1.[NH2:23][C:24]1[CH:29]=[CH:28][C:27]([C:30]([P:33](=[O:40])([O:37][CH2:38][CH3:39])[O:34][CH2:35][CH3:36])([F:32])[F:31])=[CH:26][CH:25]=1.